Dataset: Reaction yield outcomes from USPTO patents with 853,638 reactions. Task: Predict the reaction yield, written as a fraction of the theoretical maximum amount of product (1.0 means a 100% yield; for example, 0.34 means a 34% yield). (1) The reactants are [C:1]([C:3]1[CH:8]=[CH:7][CH:6]=[CH:5][C:4]=1[C:9]1[CH:14]=[CH:13][C:12]([CH2:15][C:16]2[C:17](=[O:36])[N:18]([CH2:28][C:29]([O:31]C(C)(C)C)=[O:30])[C:19]3[N:20]([N:25]=[CH:26][N:27]=3)[C:21]=2[CH2:22][CH2:23][CH3:24])=[CH:11][CH:10]=1)#[N:2].FC(F)(F)C(O)=O. The catalyst is C1(C)C=CC=CC=1. The product is [C:1]([C:3]1[CH:8]=[CH:7][CH:6]=[CH:5][C:4]=1[C:9]1[CH:10]=[CH:11][C:12]([CH2:15][C:16]2[C:17](=[O:36])[N:18]([CH2:28][C:29]([OH:31])=[O:30])[C:19]3[N:20]([N:25]=[CH:26][N:27]=3)[C:21]=2[CH2:22][CH2:23][CH3:24])=[CH:13][CH:14]=1)#[N:2]. The yield is 0.920. (2) The reactants are [CH3:1][CH2:2][O:3][C:4]([C:6]1[NH:7][C:8]2[C:13]([CH:14]=1)=[CH:12][C:11]([C:15]([OH:17])=O)=[CH:10][CH:9]=2)=[O:5].F[B-](F)(F)F.N1(OC(N(C)C)=[N+](C)C)C2C=CC=CC=2N=N1.[CH:40]([N:43]1[CH2:48][CH2:47][NH:46][CH2:45][CH2:44]1)([CH3:42])[CH3:41].C(N(CC)C(C)C)(C)C.C(=O)(O)[O-].[Na+]. The catalyst is CN(C)C=O. The product is [CH2:2]([O:3][C:4]([C:6]1[NH:7][C:8]2[C:13]([CH:14]=1)=[CH:12][C:11]([C:15]([N:46]1[CH2:47][CH2:48][N:43]([CH:40]([CH3:42])[CH3:41])[CH2:44][CH2:45]1)=[O:17])=[CH:10][CH:9]=2)=[O:5])[CH3:1]. The yield is 0.740. (3) The reactants are [CH2:1]([N:3]([CH2:16][CH3:17])[CH2:4][CH2:5][CH2:6][O:7][C:8]1[CH:13]=[CH:12][C:11]([NH2:14])=[CH:10][C:9]=1[F:15])[CH3:2].[F:18][C:19]1[CH:27]=[CH:26][CH:25]=[C:24]2[C:20]=1[C:21](=[CH:29]O)[C:22](=[O:28])[NH:23]2. No catalyst specified. The product is [CH2:16]([N:3]([CH2:1][CH3:2])[CH2:4][CH2:5][CH2:6][O:7][C:8]1[CH:13]=[CH:12][C:11]([NH:14][CH:29]=[C:21]2[C:20]3[C:24](=[CH:25][CH:26]=[CH:27][C:19]=3[F:18])[NH:23][C:22]2=[O:28])=[CH:10][C:9]=1[F:15])[CH3:17]. The yield is 0.670. (4) The reactants are C([O:4][CH2:5][C@@H:6]1[C@@H:11]([O:12]C(=O)C)[C@H:10]([OH:16])[C@H:9]([OH:17])[C@@H:8]([C:18]2[CH:23]=[CH:22][CH:21]=[C:20]([O:24][Si](C(C)(C)C)(C)C)[CH:19]=2)[O:7]1)(=O)C.[F:32][CH2:33][CH2:34]I.C([O-])([O-])=O.[Cs+].[Cs+]. The catalyst is CN(C=O)C. The product is [F:32][CH2:33][CH2:34][O:24][C:20]1[CH:19]=[C:18]([C@@H:8]2[C@@H:9]([OH:17])[C@@H:10]([OH:16])[C@H:11]([OH:12])[C@@H:6]([CH2:5][OH:4])[O:7]2)[CH:23]=[CH:22][CH:21]=1. The yield is 0.170.